Dataset: Full USPTO retrosynthesis dataset with 1.9M reactions from patents (1976-2016). Task: Predict the reactants needed to synthesize the given product. (1) Given the product [CH2:34]1[C:43]2[C:38](=[CH:39][CH:40]=[CH:41][CH:42]=2)[CH2:37][CH2:36][N:35]1[C:31](=[O:33])[CH2:30][CH2:29][C:11]1[CH:12]=[CH:13][C:14]([N:15]2[S:16](=[O:27])(=[O:28])[NH:17][C:18](=[O:20])[CH2:19]2)=[C:9]([OH:8])[CH:10]=1, predict the reactants needed to synthesize it. The reactants are: C([O:8][C:9]1[CH:10]=[C:11]([CH2:29][CH2:30][C:31]([OH:33])=O)[CH:12]=[CH:13][C:14]=1[N:15]1[CH2:19][C:18](=[O:20])[N:17](CC[Si](C)(C)C)[S:16]1(=[O:28])=[O:27])C1C=CC=CC=1.[CH2:34]1[C:43]2[C:38](=[CH:39][CH:40]=[CH:41][CH:42]=2)[CH2:37][CH2:36][NH:35]1. (2) Given the product [CH2:18]([C:5]1[CH:4]=[N:3][C:2]([Cl:1])=[N:7][CH:6]=1)[C:19]1[CH:24]=[CH:23][CH:22]=[CH:21][CH:20]=1, predict the reactants needed to synthesize it. The reactants are: [Cl:1][C:2]1[N:7]=[CH:6][C:5](B(O)O)=[CH:4][N:3]=1.C(=O)([O-])[O-].[Na+].[Na+].O.[CH2:18](Br)[C:19]1[CH:24]=[CH:23][CH:22]=[CH:21][CH:20]=1.